Predict the product of the given reaction. From a dataset of Forward reaction prediction with 1.9M reactions from USPTO patents (1976-2016). Given the reactants [CH:1]1([N:6]2[CH2:12][C:11]([F:14])([F:13])[C:10](=[O:15])[N:9]([CH3:16])[C:8]3[CH:17]=[N:18][C:19]([NH:21][C:22]4[CH:30]=[CH:29][C:25]([C:26](O)=[O:27])=[CH:24][C:23]=4[O:31][CH3:32])=[N:20][C:7]2=3)[CH2:5][CH2:4][CH2:3][CH2:2]1.CN(C(ON1N=NC2C=CC=NC1=2)=[N+](C)C)C.F[P-](F)(F)(F)(F)F.[CH3:57][N:58]1[CH2:63][CH2:62][CH:61]([NH2:64])[CH2:60][CH2:59]1, predict the reaction product. The product is: [CH:1]1([N:6]2[CH2:12][C:11]([F:14])([F:13])[C:10](=[O:15])[N:9]([CH3:16])[C:8]3[CH:17]=[N:18][C:19]([NH:21][C:22]4[CH:30]=[CH:29][C:25]([C:26]([NH:64][CH:61]5[CH2:62][CH2:63][N:58]([CH3:57])[CH2:59][CH2:60]5)=[O:27])=[CH:24][C:23]=4[O:31][CH3:32])=[N:20][C:7]2=3)[CH2:5][CH2:4][CH2:3][CH2:2]1.